From a dataset of Catalyst prediction with 721,799 reactions and 888 catalyst types from USPTO. Predict which catalyst facilitates the given reaction. (1) Reactant: [C:1]([C:3]1([C:7]2[CH:8]=[C:9]([CH:13]=[CH:14][CH:15]=2)[C:10]([OH:12])=O)[CH2:6][CH2:5][CH2:4]1)#[N:2].C(Cl)(=O)C(Cl)=O.O1CCCC1.[NH2:27][C:28]1[CH:29]=[C:30]([CH:47]=[CH:48][CH:49]=1)[O:31][C:32]1[CH:33]=[CH:34][C:35]2[N:36]([CH:38]=[C:39]([NH:41][C:42]([CH:44]3[CH2:46][CH2:45]3)=[O:43])[N:40]=2)[N:37]=1. Product: [C:1]([C:3]1([C:7]2[CH:8]=[C:9]([CH:13]=[CH:14][CH:15]=2)[C:10]([NH:27][C:28]2[CH:49]=[CH:48][CH:47]=[C:30]([O:31][C:32]3[CH:33]=[CH:34][C:35]4[N:36]([CH:38]=[C:39]([NH:41][C:42]([CH:44]5[CH2:45][CH2:46]5)=[O:43])[N:40]=4)[N:37]=3)[CH:29]=2)=[O:12])[CH2:4][CH2:5][CH2:6]1)#[N:2]. The catalyst class is: 637. (2) Reactant: C[O:2][C:3](=[O:36])[CH2:4][CH2:5][CH2:6][CH2:7][CH2:8][CH2:9][CH2:10][CH2:11][CH:12]=[CH:13][C@H:14]([CH3:35])[C@H:15]([OH:34])[C@@H:16]([CH3:33])[CH:17]=[CH:18][CH2:19][CH2:20][C@@H:21]([OH:32])[C@@H:22]([CH3:31])[C@H:23]([OH:30])[C@@H:24]([CH3:29])[CH:25]=[CH:26][CH:27]=[CH2:28].O[Li].O.Cl. Product: [OH:34][C@H:15]([C@@H:16]([CH3:33])[CH:17]=[CH:18][CH2:19][CH2:20][C@@H:21]([OH:32])[C@@H:22]([CH3:31])[C@H:23]([OH:30])[C@@H:24]([CH3:29])[CH:25]=[CH:26][CH:27]=[CH2:28])[C@@H:14]([CH3:35])[CH:13]=[CH:12][CH2:11][CH2:10][CH2:9][CH2:8][CH2:7][CH2:6][CH2:5][CH2:4][C:3]([OH:36])=[O:2]. The catalyst class is: 20. (3) Reactant: [CH2:1]1[C:3]([NH2:7])([C:4]([OH:6])=[O:5])[CH2:2]1.Cl[Si](C)(C)C.CCN(C(C)C)C(C)C.Cl[C:23]([O:25][CH:26](Cl)[CH:27]([CH3:29])[CH3:28])=[O:24].[C:31]([OH:41])(=[O:40])/[CH:32]=[CH:33]/[C:34]1[CH:39]=[CH:38][CH:37]=[CH:36][CH:35]=1. Product: [C:34]1(/[CH:33]=[CH:32]/[C:31]([O:41][CH:26]([O:25][C:23]([NH:7][C:3]2([C:4]([OH:6])=[O:5])[CH2:2][CH2:1]2)=[O:24])[CH:27]([CH3:29])[CH3:28])=[O:40])[CH:35]=[CH:36][CH:37]=[CH:38][CH:39]=1. The catalyst class is: 22. (4) Reactant: Br[C:2]1[CH:3]=[C:4]([CH:7]=[O:8])[O:5][CH:6]=1.[C:9]1(/[CH:15]=[CH:16]/B(O)O)[CH:14]=[CH:13][CH:12]=[CH:11][CH:10]=1.C(C1OC(C=O)=CC=1)C1C=CC=CC=1. Product: [CH:16](/[C:2]1[CH:3]=[C:4]([CH:7]=[O:8])[O:5][CH:6]=1)=[CH:15]\[C:9]1[CH:14]=[CH:13][CH:12]=[CH:11][CH:10]=1. The catalyst class is: 3. (5) Reactant: [Mg].Br[C:3]1[S:4][CH:5]=[CH:6][CH:7]=1.Br[C:9]1[S:10][C:11]([CH2:14][CH2:15][CH2:16][CH2:17][CH2:18][CH2:19][CH2:20][CH2:21][CH2:22][CH3:23])=[CH:12][CH:13]=1.Cl. Product: [CH2:14]([C:11]1[S:10][C:9]([C:3]2[S:4][CH:5]=[CH:6][CH:7]=2)=[CH:13][CH:12]=1)[CH2:15][CH2:16][CH2:17][CH2:18][CH2:19][CH2:20][CH2:21][CH2:22][CH3:23]. The catalyst class is: 1. (6) Reactant: [CH:1]1[C:10]2[C:5](=[CH:6][CH:7]=[CH:8][CH:9]=2)[CH:4]=[CH:3][C:2]=1[CH2:11]O.S(Cl)([Cl:15])=O. Product: [Cl:15][CH2:11][C:2]1[CH:3]=[CH:4][C:5]2[C:10](=[CH:9][CH:8]=[CH:7][CH:6]=2)[CH:1]=1. The catalyst class is: 451.